This data is from Full USPTO retrosynthesis dataset with 1.9M reactions from patents (1976-2016). The task is: Predict the reactants needed to synthesize the given product. Given the product [C:2]([C:4]1[C:5]([NH:12][C:13]2[CH:14]=[C:15]([NH:19][C:20](=[O:26])[O:21][C:22]([CH3:25])([CH3:24])[CH3:23])[CH:16]=[CH:17][CH:18]=2)=[N:6][C:7]([S:10][CH3:11])=[N:8][CH:9]=1)(=[O:1])[CH3:3], predict the reactants needed to synthesize it. The reactants are: [OH:1][CH:2]([C:4]1[C:5]([NH:12][C:13]2[CH:14]=[C:15]([NH:19][C:20](=[O:26])[O:21][C:22]([CH3:25])([CH3:24])[CH3:23])[CH:16]=[CH:17][CH:18]=2)=[N:6][C:7]([S:10][CH3:11])=[N:8][CH:9]=1)[CH3:3].C[N+]1([O-])CCOCC1.CO.CCOC(C)=O.